Dataset: Reaction yield outcomes from USPTO patents with 853,638 reactions. Task: Predict the reaction yield, written as a fraction of the theoretical maximum amount of product (1.0 means a 100% yield; for example, 0.34 means a 34% yield). (1) The reactants are [C:1]1([C:30]2[CH:35]=[CH:34][CH:33]=[CH:32][CH:31]=2)[CH:6]=[CH:5][C:4]([C:7]2([C:10]3[N:14]4[CH2:15][CH2:16][S:17][C:18]([CH2:21][O:22][Si](C(C)(C)C)(C)C)([CH3:20])[CH2:19][C:13]4=[N:12][N:11]=3)[CH2:9][CH2:8]2)=[CH:3][CH:2]=1.Cl. The catalyst is CO. The product is [C:1]1([C:30]2[CH:35]=[CH:34][CH:33]=[CH:32][CH:31]=2)[CH:2]=[CH:3][C:4]([C:7]2([C:10]3[N:14]4[CH2:15][CH2:16][S:17][C:18]([CH2:21][OH:22])([CH3:20])[CH2:19][C:13]4=[N:12][N:11]=3)[CH2:8][CH2:9]2)=[CH:5][CH:6]=1. The yield is 0.910. (2) The reactants are [Cl:1][C:2]1[CH:7]=[CH:6][C:5]([N:8]2[C:13](=[O:14])[C:12]3[CH:15]=[N:16][N:17]([C:18]4[CH:23]=[CH:22][CH:21]=[CH:20][CH:19]=4)[C:11]=3[N:10]=[C:9]2[C:24]2[CH:29]=[CH:28][C:27](B3OC(C)(C)C(C)(C)O3)=[CH:26][CH:25]=2)=[CH:4][CH:3]=1.[NH2:39][C:40]1[CH:45]=[CH:44][C:43](Br)=[CH:42][N:41]=1.C([O-])([O-])=O.[Cs+].[Cs+]. The yield is 0.520. The catalyst is C1C=CC(P(C2C=CC=CC=2)[C-]2C=CC=C2)=CC=1.C1C=CC(P(C2C=CC=CC=2)[C-]2C=CC=C2)=CC=1.Cl[Pd]Cl.[Fe+2]. The product is [NH2:39][C:40]1[N:41]=[CH:42][C:43]([C:27]2[CH:28]=[CH:29][C:24]([C:9]3[N:8]([C:5]4[CH:4]=[CH:3][C:2]([Cl:1])=[CH:7][CH:6]=4)[C:13](=[O:14])[C:12]4[CH:15]=[N:16][N:17]([C:18]5[CH:23]=[CH:22][CH:21]=[CH:20][CH:19]=5)[C:11]=4[N:10]=3)=[CH:25][CH:26]=2)=[CH:44][CH:45]=1. (3) The product is [F:11][CH2:15][C:16]1([C:22]([O:24][CH2:25][CH3:26])=[O:23])[CH2:21][CH2:20][CH2:19][CH2:18][O:17]1. No catalyst specified. The yield is 0.630. The reactants are COCCN(S(F)(F)[F:11])CCOC.O[CH2:15][C:16]1([C:22]([O:24][CH2:25][CH3:26])=[O:23])[CH2:21][CH2:20][CH2:19][CH2:18][O:17]1. (4) The reactants are [CH3:1][C:2]1[C:7]([CH:8]([CH2:13][CH2:14][CH3:15])[C:9]([O:11]C)=[O:10])=[C:6]([C:16]2[CH:24]=[C:23]3[C:19]([CH:20]=[CH:21][N:22]3[CH3:25])=[CH:18][CH:17]=2)[N:5]=[C:4]([C:26]2[CH:31]=[CH:30][CH:29]=[CH:28][CH:27]=2)[N:3]=1.[OH-].[Na+]. The catalyst is CO. The product is [CH3:1][C:2]1[C:7]([CH:8]([CH2:13][CH2:14][CH3:15])[C:9]([OH:11])=[O:10])=[C:6]([C:16]2[CH:24]=[C:23]3[C:19]([CH:20]=[CH:21][N:22]3[CH3:25])=[CH:18][CH:17]=2)[N:5]=[C:4]([C:26]2[CH:31]=[CH:30][CH:29]=[CH:28][CH:27]=2)[N:3]=1. The yield is 0.750. (5) The reactants are [NH:1]1[C:9]2[CH2:8][CH2:7][CH2:6][CH2:5][C:4]=2[C:3]([CH2:10][CH2:11][C:12]([OH:14])=O)=[CH:2]1.C(C1NC=CN=1)([C:17]1[NH:18][CH:19]=CN=1)=O.CNC. The catalyst is O1CCCC1. The product is [CH3:17][N:18]([CH3:19])[C:12](=[O:14])[CH2:11][CH2:10][C:3]1[C:4]2[CH2:5][CH2:6][CH2:7][CH2:8][C:9]=2[NH:1][CH:2]=1. The yield is 0.700. (6) The reactants are [CH2:1]([NH:5][C:6]1[N:7]=[CH:8][C:9]2[NH:14][CH:13]=[C:12]([CH:15]3[CH2:20][CH2:19][CH:18]([O:21][Si:22]([C:25]([CH3:28])([CH3:27])[CH3:26])([CH3:24])[CH3:23])[CH2:17][CH2:16]3)[C:10]=2[N:11]=1)[CH2:2][CH2:3][CH3:4].I[C:30]1[CH:42]=[CH:41][C:33]([CH2:34][N:35]2[CH2:40][CH2:39][O:38][CH2:37][CH2:36]2)=[CH:32][CH:31]=1.CNC1CCCCC1NC. The catalyst is CN1C(=O)CCC1.CCOC(C)=O.[Cu]I. The product is [CH2:1]([NH:5][C:6]1[N:7]=[CH:8][C:9]2[N:14]([C:30]3[CH:31]=[CH:32][C:33]([CH2:34][N:35]4[CH2:40][CH2:39][O:38][CH2:37][CH2:36]4)=[CH:41][CH:42]=3)[CH:13]=[C:12]([CH:15]3[CH2:16][CH2:17][CH:18]([O:21][Si:22]([C:25]([CH3:27])([CH3:26])[CH3:28])([CH3:23])[CH3:24])[CH2:19][CH2:20]3)[C:10]=2[N:11]=1)[CH2:2][CH2:3][CH3:4]. The yield is 0.990. (7) The reactants are Cl.Cl.[NH2:3][C:4]1[CH:9]=[CH:8][C:7]([NH2:10])=[CH:6][C:5]=1[NH2:11].[CH3:12][C:13]([CH:15]=O)=O. The catalyst is C([O-])([O-])=O.[Na+].[Na+]. The product is [CH3:15][C:13]1[CH:12]=[N:3][C:4]2[C:5](=[CH:6][C:7]([NH2:10])=[CH:8][CH:9]=2)[N:11]=1. The yield is 0.780.